This data is from Full USPTO retrosynthesis dataset with 1.9M reactions from patents (1976-2016). The task is: Predict the reactants needed to synthesize the given product. (1) Given the product [CH2:1]([O:8][C:9]1[C:10]([C:36]([OH:38])=[O:37])=[N:11][C:12]([CH2:16][C:17]2([C:22]3[CH:23]=[C:24]([C:32]([F:33])([F:34])[F:35])[CH:25]=[C:26]([C:28]([F:30])([F:31])[F:29])[CH:27]=3)[CH2:18][CH2:19][CH2:20][CH2:21]2)=[N:13][C:14]=1[OH:15])[C:2]1[CH:3]=[CH:4][CH:5]=[CH:6][CH:7]=1, predict the reactants needed to synthesize it. The reactants are: [CH2:1]([O:8][C:9]1[C:10]([C:36]([O:38]C(C)(C)C)=[O:37])=[N:11][C:12]([CH2:16][C:17]2([C:22]3[CH:27]=[C:26]([C:28]([F:31])([F:30])[F:29])[CH:25]=[C:24]([C:32]([F:35])([F:34])[F:33])[CH:23]=3)[CH2:21][CH2:20][CH2:19][CH2:18]2)=[N:13][C:14]=1[OH:15])[C:2]1[CH:7]=[CH:6][CH:5]=[CH:4][CH:3]=1.C(OC1C(C(O)=O)=NC(CC2(C3C=CC(C(F)(F)F)=CC=3)CCCC2)=NC=1O)C1C=CC=CC=1. (2) Given the product [I:28][C:27]1[C:22]([NH:1][C@H:2]([C:4]2[N:9]([C:10]3[CH:15]=[CH:14][CH:13]=[CH:12][CH:11]=3)[C:8](=[O:16])[C:7]3=[C:17]([CH3:20])[CH:18]=[CH:19][N:6]3[N:5]=2)[CH3:3])=[N:23][CH:24]=[N:25][CH:26]=1, predict the reactants needed to synthesize it. The reactants are: [NH2:1][C@H:2]([C:4]1[N:9]([C:10]2[CH:15]=[CH:14][CH:13]=[CH:12][CH:11]=2)[C:8](=[O:16])[C:7]2=[C:17]([CH3:20])[CH:18]=[CH:19][N:6]2[N:5]=1)[CH3:3].Cl[C:22]1[C:27]([I:28])=[CH:26][N:25]=[CH:24][N:23]=1.[F-].[Cs+].C(N(CC)C(C)C)(C)C. (3) Given the product [F:19][C:20]1[CH:21]=[N:22][CH:23]=[CH:24][C:25]=1[C:2]1[C:7]([C:8]2[CH:13]=[CH:12][CH:11]=[CH:10][C:9]=2[F:14])=[N:6][C:5]([NH2:15])=[C:4]([N+:16]([O-:18])=[O:17])[CH:3]=1, predict the reactants needed to synthesize it. The reactants are: Br[C:2]1[CH:3]=[C:4]([N+:16]([O-:18])=[O:17])[C:5]([NH2:15])=[N:6][C:7]=1[C:8]1[CH:13]=[CH:12][CH:11]=[CH:10][C:9]=1[F:14].[F:19][C:20]1[CH:21]=[N:22][CH:23]=[CH:24][C:25]=1[Sn](CCCC)(CCCC)CCCC. (4) Given the product [CH2:1]([C:3]1[C:4]([O:29][CH3:30])=[C:5]([C:10]([NH:13][S:14]([C:17]2[CH:22]=[CH:21][C:20]([F:23])=[CH:19][C:18]=2[CH2:24][CH2:25][CH2:26][CH2:27][O:28][S:32]([CH3:31])(=[O:34])=[O:33])(=[O:16])=[O:15])=[CH:11][CH:12]=1)[C:6]([O:8][CH3:9])=[O:7])[CH3:2], predict the reactants needed to synthesize it. The reactants are: [CH2:1]([C:3]1[C:4]([O:29][CH3:30])=[C:5]([C:10]([NH:13][S:14]([C:17]2[CH:22]=[CH:21][C:20]([F:23])=[CH:19][C:18]=2[CH2:24][CH2:25][CH2:26][CH2:27][OH:28])(=[O:16])=[O:15])=[CH:11][CH:12]=1)[C:6]([O:8][CH3:9])=[O:7])[CH3:2].[CH3:31][S:32](Cl)(=[O:34])=[O:33].N1C=CC=CC=1. (5) Given the product [O:3]1[C:4]2[CH:10]=[CH:9][CH:8]=[CH:7][C:5]=2[N:6]=[C:2]1[NH:11][CH2:12][CH2:13][NH:14][C:15]1[CH:20]=[C:19]([C:21]2[CH:26]=[CH:25][CH:24]=[C:23]([CH3:27])[C:22]=2[CH3:28])[N:18]=[C:17]([NH2:29])[N:16]=1, predict the reactants needed to synthesize it. The reactants are: Cl[C:2]1[O:3][C:4]2[CH:10]=[CH:9][CH:8]=[CH:7][C:5]=2[N:6]=1.[NH2:11][CH2:12][CH2:13][NH:14][C:15]1[CH:20]=[C:19]([C:21]2[CH:26]=[CH:25][CH:24]=[C:23]([CH3:27])[C:22]=2[CH3:28])[N:18]=[C:17]([NH2:29])[N:16]=1. (6) Given the product [CH3:15][O:14][C:10]1[CH:9]=[C:8]2[C:13]([C:5]([C:3](=[O:4])[C:2]([CH3:21])([CH3:1])[CH3:20])=[N:6][N:7]2[CH2:16][C:17]([N:33]2[CH2:34][CH2:35][C@H:36]3[C@@H:41]([CH2:40][CH2:39][CH2:38][CH2:37]3)[CH2:32]2)=[O:19])=[CH:12][CH:11]=1, predict the reactants needed to synthesize it. The reactants are: [CH3:1][C:2]([CH3:21])([CH3:20])[C:3]([C:5]1[C:13]2[C:8](=[CH:9][C:10]([O:14][CH3:15])=[CH:11][CH:12]=2)[N:7]([CH2:16][C:17]([OH:19])=O)[N:6]=1)=[O:4].C1C=CC2N(O)N=NC=2C=1.[CH2:32]1[C@H:41]2[C@@H:36]([CH2:37][CH2:38][CH2:39][CH2:40]2)[CH2:35][CH2:34][NH:33]1.CCN(C(C)C)C(C)C. (7) Given the product [ClH:39].[F:38][C:2]([F:1])([F:37])[CH2:3][O:4][C:5]([N:7]1[CH2:13][C@H:12]([NH2:14])[C:11](=[O:22])[N:10]([CH2:23][CH2:24][O:25][CH2:26][C:27]2[CH:28]=[CH:29][CH:30]=[CH:31][CH:32]=2)[C:9]2[CH:33]=[CH:34][CH:35]=[CH:36][C:8]1=2)=[O:6], predict the reactants needed to synthesize it. The reactants are: [F:1][C:2]([F:38])([F:37])[CH2:3][O:4][C:5]([N:7]1[CH2:13][CH:12]([NH:14]C(OC(C)(C)C)=O)[C:11](=[O:22])[N:10]([CH2:23][CH2:24][O:25][CH2:26][C:27]2[CH:32]=[CH:31][CH:30]=[CH:29][CH:28]=2)[C:9]2[CH:33]=[CH:34][CH:35]=[CH:36][C:8]1=2)=[O:6].[ClH:39]. (8) Given the product [OH:43][C:39]1[CH:38]=[C:37]2[C:42](=[CH:41][CH:40]=1)[C:29]([C:26]1[C:22]([C:23]([OH:25])=[O:24])=[CH:21][C:20]([C:19]([NH:18][CH2:17][CH2:16][CH2:15][CH2:14][CH:13]([NH:12][C:10](=[O:11])[CH:9]([NH:8][CH3:6])[CH3:66])[C:46](=[O:65])[N:47]3[CH:51]([C:52](=[O:64])[NH:53][CH:54]4[C:63]5[C:58](=[CH:59][CH:60]=[CH:61][CH:62]=5)[CH2:57][CH2:56][CH2:55]4)[CH2:50][S:49][CH2:48]3)=[O:45])=[CH:28][CH:27]=1)=[C:30]1[C:35](=[CH:34][C:33](=[O:44])[CH:32]=[CH:31]1)[O:36]2, predict the reactants needed to synthesize it. The reactants are: C(O[C:6]([N:8](C)[CH:9]([CH3:66])[C:10]([NH:12][CH:13]([C:46](=[O:65])[N:47]1[CH:51]([C:52](=[O:64])[NH:53][CH:54]2[C:63]3[C:58](=[CH:59][CH:60]=[CH:61][CH:62]=3)[CH2:57][CH2:56][CH2:55]2)[CH2:50][S:49][CH2:48]1)[CH2:14][CH2:15][CH2:16][CH2:17][NH:18][C:19](=[O:45])[C:20]1[CH:21]=[C:22]([C:26]([C:29]2[C:30]3[C:35]([O:36][C:37]4[C:42]=2[CH:41]=[CH:40][C:39](=[O:43])[CH:38]=4)=[CH:34][C:33]([OH:44])=[CH:32][CH:31]=3)=[CH:27][CH:28]=1)[C:23]([OH:25])=[O:24])=[O:11])=O)(C)(C)C.C(O)(C(F)(F)F)=O.